From a dataset of Forward reaction prediction with 1.9M reactions from USPTO patents (1976-2016). Predict the product of the given reaction. Given the reactants [CH:1]1([C:6]([OH:8])=[O:7])[CH2:5][CH:4]=[CH:3][CH2:2]1.C([O-])([O-])=O.[K+].[K+].[CH:15]1[CH:20]=[CH:19][C:18]([CH2:21]Br)=[CH:17][CH:16]=1, predict the reaction product. The product is: [CH:1]1([C:6]([O:8][CH2:21][C:18]2[CH:19]=[CH:20][CH:15]=[CH:16][CH:17]=2)=[O:7])[CH2:5][CH:4]=[CH:3][CH2:2]1.